From a dataset of Experimentally validated miRNA-target interactions with 360,000+ pairs, plus equal number of negative samples. Binary Classification. Given a miRNA mature sequence and a target amino acid sequence, predict their likelihood of interaction. The miRNA is hsa-miR-3184-5p with sequence UGAGGGGCCUCAGACCGAGCUUUU. The protein sequence of the target gene is MSPGLLLLGSAVLLAFGLCCTFVHRARSRYEHIPGPPRPSFLLGHLPCFWKKDEVGGRVLQDVFLDWAKKYGPVVRVNVFHKTSVIVTSPESVKKFLMSTKYNKDSKMYRALQTVFGERLFGQGLVSECNYERWHKQRRVIDLAFSRSSLVSLMETFNEKAEQLVEILEAKADGQTPVSMQDMLTYTAMDILAKAAFGMETSMLLGAQKPLSQAVKLMLEGITASRNTLAKFLPGKRKQLREVRESIRFLRQVGRDWVQRRREALKRGEEVPADILTQILKAEEGAQDDEGLLDNFVTFF.... Result: 0 (no interaction).